Dataset: Forward reaction prediction with 1.9M reactions from USPTO patents (1976-2016). Task: Predict the product of the given reaction. (1) Given the reactants Br[C:2]1[CH:16]=[CH:15][C:5]([CH2:6][NH:7][C:8](=[O:14])[O:9][C:10]([CH3:13])([CH3:12])[CH3:11])=[CH:4][CH:3]=1.[NH2:17][C:18]1[CH:25]=[CH:24][C:23]([O:26][C:27]([F:30])([F:29])[F:28])=[CH:22][C:19]=1[C:20]#[N:21], predict the reaction product. The product is: [C:20]([C:19]1[CH:22]=[C:23]([O:26][C:27]([F:28])([F:29])[F:30])[CH:24]=[CH:25][C:18]=1[NH:17][C:2]1[CH:16]=[CH:15][C:5]([CH2:6][NH:7][C:8](=[O:14])[O:9][C:10]([CH3:13])([CH3:12])[CH3:11])=[CH:4][CH:3]=1)#[N:21]. (2) Given the reactants [Cl:1][C:2]1[CH:21]=[CH:20][C:5]([O:6][C@@H:7]([C:14]2[CH:19]=[CH:18][CH:17]=[CH:16][CH:15]=2)[C@H:8]2[O:13][CH2:12][CH2:11][NH:10][CH2:9]2)=[C:4]([O:22][CH3:23])[CH:3]=1.[BrH:24].N#N, predict the reaction product. The product is: [BrH:24].[Cl:1][C:2]1[CH:21]=[CH:20][C:5]([O:6][C@@H:7]([C:14]2[CH:19]=[CH:18][CH:17]=[CH:16][CH:15]=2)[C@H:8]2[O:13][CH2:12][CH2:11][NH:10][CH2:9]2)=[C:4]([O:22][CH3:23])[CH:3]=1. (3) Given the reactants [Cl:1][C:2]1[N:7]=[C:6]([N:8]([CH3:23])[C:9]2[CH:22]=[CH:21][C:12]3[N:13]([CH3:20])[C:14]([NH:16][CH:17]([CH3:19])[CH3:18])=[N:15][C:11]=3[CH:10]=2)[CH:5]=[CH:4][N:3]=1.[NH2:24][C:25]1[CH:30]=[CH:29][C:28]([O:31][S:32]([CH3:35])(=[O:34])=[O:33])=[CH:27][CH:26]=1, predict the reaction product. The product is: [ClH:1].[CH:17]([NH:16][C:14]1[N:13]([CH3:20])[C:12]2[CH:21]=[CH:22][C:9]([N:8]([CH3:23])[C:6]3[CH:5]=[CH:4][N:3]=[C:2]([NH:24][C:25]4[CH:30]=[CH:29][C:28]([O:31][S:32]([CH3:35])(=[O:34])=[O:33])=[CH:27][CH:26]=4)[N:7]=3)=[CH:10][C:11]=2[N:15]=1)([CH3:19])[CH3:18]. (4) Given the reactants Cl[C:2]1[N:7]=[C:6]([S:8]([CH3:11])(=[O:10])=[O:9])[N:5]=[C:4]([NH:12][C:13]2[NH:17][N:16]=[C:15]([CH3:18])[CH:14]=2)[C:3]=1[F:19].[CH:20]1([C:23]2([F:27])[CH2:26][NH:25][CH2:24]2)[CH2:22][CH2:21]1, predict the reaction product. The product is: [CH:20]1([C:23]2([F:27])[CH2:26][N:25]([C:2]3[N:7]=[C:6]([S:8]([CH3:11])(=[O:10])=[O:9])[N:5]=[C:4]([NH:12][C:13]4[NH:17][N:16]=[C:15]([CH3:18])[CH:14]=4)[C:3]=3[F:19])[CH2:24]2)[CH2:22][CH2:21]1.